Dataset: Forward reaction prediction with 1.9M reactions from USPTO patents (1976-2016). Task: Predict the product of the given reaction. (1) Given the reactants [CH:1]1([C:6](=[NH:8])[NH2:7])[CH2:5][CH2:4][CH2:3][CH2:2]1.[CH3:9][O-:10].[Na+], predict the reaction product. The product is: [CH:1]1([C:6]2[NH:7][C:9](=[O:10])[CH:5]=[C:1]([CH2:2][CH3:3])[N:8]=2)[CH2:5][CH2:4][CH2:3][CH2:2]1. (2) Given the reactants [CH2:1]([O:8][C:9]1[CH:15]=[CH:14][C:12]([NH2:13])=[CH:11][C:10]=1[N+:16]([O-:18])=[O:17])[C:2]1[CH:7]=[CH:6][CH:5]=[CH:4][CH:3]=1.[Cl:19][C:20]1[CH:25]=[C:24](Cl)[N:23]=[CH:22][N:21]=1, predict the reaction product. The product is: [CH2:1]([O:8][C:9]1[CH:15]=[CH:14][C:12]([NH:13][C:24]2[CH:25]=[C:20]([Cl:19])[N:21]=[CH:22][N:23]=2)=[CH:11][C:10]=1[N+:16]([O-:18])=[O:17])[C:2]1[CH:3]=[CH:4][CH:5]=[CH:6][CH:7]=1. (3) Given the reactants [CH3:1][N:2]([CH3:20])[C:3]1[N:8]=[C:7]2[N:9]([CH:14]3[CH2:19][CH2:18][NH:17][CH2:16][CH2:15]3)[C:10](=[O:13])[N:11]([CH3:12])[C:6]2=[CH:5][CH:4]=1.[CH3:21][S:22]([N:25]1[CH2:30][CH2:29][C:28]2[N:31]([CH2:44][CH:45]3[CH2:47][O:46]3)[N:32]=[C:33]([C:34]3[CH:39]=[CH:38][C:37]([C:40]([F:43])([F:42])[F:41])=[CH:36][CH:35]=3)[C:27]=2[CH2:26]1)(=[O:24])=[O:23].C([O-])(O)=O.[Na+].[OH-].[Na+], predict the reaction product. The product is: [CH3:1][N:2]([CH3:20])[C:3]1[N:8]=[C:7]2[N:9]([CH:14]3[CH2:19][CH2:18][N:17]([CH2:47][C@H:45]([OH:46])[CH2:44][N:31]4[C:28]5[CH2:29][CH2:30][N:25]([S:22]([CH3:21])(=[O:24])=[O:23])[CH2:26][C:27]=5[C:33]([C:34]5[CH:39]=[CH:38][C:37]([C:40]([F:42])([F:43])[F:41])=[CH:36][CH:35]=5)=[N:32]4)[CH2:16][CH2:15]3)[C:10](=[O:13])[N:11]([CH3:12])[C:6]2=[CH:5][CH:4]=1.